Dataset: Reaction yield outcomes from USPTO patents with 853,638 reactions. Task: Predict the reaction yield, written as a fraction of the theoretical maximum amount of product (1.0 means a 100% yield; for example, 0.34 means a 34% yield). The reactants are [Na].S(N[N:13]=[CH:14][C:15]1[CH:20]=CC=C[C:16]=1[C:21]1[CH:26]=[CH:25][C:24]([F:27])=[CH:23][CH:22]=1)(C1C=CC(C)=CC=1)(=O)=O.[F:28][C:29]1[CH:40]=[CH:39][CH:38]=[C:37]([F:41])[C:30]=1[C:31](N/C=C\C)=[O:32].O1CCOCC1.CCOC(C)=O. The catalyst is [Cl-].C([N+](CC)(CC)CC)C1C=CC=CC=1.CC([O-])=O.CC([O-])=O.CC([O-])=O.CC([O-])=O.[Rh+2].[Rh+2].O. The product is [F:28][C:29]1[CH:40]=[CH:39][CH:38]=[C:37]([F:41])[C:30]=1[C:31]([NH:13][C@@H:14]1[C@H:15]([CH3:20])[C@@H:16]1[C:21]1[CH:22]=[CH:23][C:24]([F:27])=[CH:25][CH:26]=1)=[O:32]. The yield is 0.100.